Binary Classification. Given a T-cell receptor sequence (or CDR3 region) and an epitope sequence, predict whether binding occurs between them. From a dataset of TCR-epitope binding with 47,182 pairs between 192 epitopes and 23,139 TCRs. (1) The epitope is LPPIVAKEI. The TCR CDR3 sequence is CASSSRQGKEQYF. Result: 1 (the TCR binds to the epitope). (2) Result: 1 (the TCR binds to the epitope). The epitope is DATYQRTRALVR. The TCR CDR3 sequence is CASSFLGPEGEKLFF.